From a dataset of Forward reaction prediction with 1.9M reactions from USPTO patents (1976-2016). Predict the product of the given reaction. The product is: [Br:21][C:17]1[CH:16]=[CH:15][CH:14]=[C:13]2[C:18]=1[CH2:19][CH2:20][NH:11][CH:12]2[CH2:22][C:23]([O:25][CH3:26])=[O:24]. Given the reactants CO.S(=O)(=O)(O)O.C([N:11]1[CH2:20][CH2:19][C:18]2[C:13](=[CH:14][CH:15]=[CH:16][C:17]=2[Br:21])[CH:12]1[CH2:22][C:23]([O:25][CH3:26])=[O:24])(=O)C.C([O-])(O)=O.[Na+], predict the reaction product.